From a dataset of Peptide-MHC class I binding affinity with 185,985 pairs from IEDB/IMGT. Regression. Given a peptide amino acid sequence and an MHC pseudo amino acid sequence, predict their binding affinity value. This is MHC class I binding data. (1) The peptide sequence is SVFKGFSDK. The MHC is HLA-A33:01 with pseudo-sequence HLA-A33:01. The binding affinity (normalized) is 0.121. (2) The peptide sequence is SYKDREWCFT. The MHC is HLA-A32:01 with pseudo-sequence HLA-A32:01. The binding affinity (normalized) is 0.103. (3) The peptide sequence is FPIAKVEPV. The MHC is HLA-B54:01 with pseudo-sequence HLA-B54:01. The binding affinity (normalized) is 0.940. (4) The peptide sequence is CTIAPVGIF. The MHC is HLA-A01:01 with pseudo-sequence HLA-A01:01. The binding affinity (normalized) is 0.